Predict the reaction yield, written as a fraction of the theoretical maximum amount of product (1.0 means a 100% yield; for example, 0.34 means a 34% yield). From a dataset of Reaction yield outcomes from USPTO patents with 853,638 reactions. The reactants are [CH2:1]([C:8]1[C:13]([O:14]COC)=[CH:12][CH:11]=[CH:10][C:9]=1[O:18]COC)[C:2]1[CH:7]=[CH:6][CH:5]=[CH:4][CH:3]=1.Cl.O. The catalyst is CO. The product is [CH2:1]([C:8]1[C:9]([OH:18])=[CH:10][CH:11]=[CH:12][C:13]=1[OH:14])[C:2]1[CH:3]=[CH:4][CH:5]=[CH:6][CH:7]=1. The yield is 0.990.